Dataset: Reaction yield outcomes from USPTO patents with 853,638 reactions. Task: Predict the reaction yield, written as a fraction of the theoretical maximum amount of product (1.0 means a 100% yield; for example, 0.34 means a 34% yield). (1) The reactants are B([CH:8]1[CH2:13][CH2:12][CH2:11][CH2:10][CH2:9]1)[CH:8]1[CH2:13][CH2:12][CH2:11][CH2:10][CH2:9]1.C#CCCCC.[Zn](CC)CC.[CH:25](=[O:32])[C:26]1[CH:31]=[CH:30][CH:29]=[CH:28][CH:27]=1.CC([O:36]C([C@H](O)[C@@H](O)C(OC(C)C)=O)=O)C. The catalyst is CC(O[Ti](OC(C)C)(OC(C)C)OC(C)C)C. The product is [CH2:28]([CH:27]1[O:36][CH:26]1[CH:25]([C:8]1[CH:9]=[CH:10][CH:11]=[CH:12][CH:13]=1)[OH:32])[CH2:29][CH2:30][CH3:31]. The yield is 0.830. (2) The reactants are Br.[NH2:2][CH2:3][CH2:4][CH2:5][CH2:6][C:7]1[CH:12]=[CH:11][C:10]([OH:13])=[CH:9][CH:8]=1.[C:14]1(=O)[O:19][C:17](=[O:18])[C:16]2=[CH:20][CH:21]=[CH:22][CH:23]=[C:15]12.C(N(CC)CC)C. The catalyst is C(Cl)(Cl)Cl. The product is [OH:13][C:10]1[CH:9]=[CH:8][C:7]([CH2:6][CH2:5][CH2:4][CH2:3][N:2]2[C:17](=[O:18])[C:16]3[C:15](=[CH:23][CH:22]=[CH:21][CH:20]=3)[C:14]2=[O:19])=[CH:12][CH:11]=1. The yield is 0.410. (3) The reactants are [CH3:1][P:2](=[O:7])([CH:5]=[CH2:6])[CH:3]=[CH2:4].[CH2:8]([NH2:15])[C:9]1[CH:14]=[CH:13][CH:12]=[CH:11][CH:10]=1. The catalyst is C1COCC1.O. The product is [CH2:8]([N:15]1[CH2:6][CH2:5][P:2](=[O:7])([CH3:1])[CH2:3][CH2:4]1)[C:9]1[CH:14]=[CH:13][CH:12]=[CH:11][CH:10]=1. The yield is 0.700.